The task is: Predict which catalyst facilitates the given reaction.. This data is from Catalyst prediction with 721,799 reactions and 888 catalyst types from USPTO. Reactant: [CH3:1][O:2][C:3](=[O:11])[CH2:4][CH2:5][CH2:6][CH2:7][CH:8]([OH:10])[CH3:9].Cl[C:13]1[C:14]2[C:21]([C:22]3[CH:27]=[CH:26][C:25]([O:28][CH3:29])=[CH:24][CH:23]=3)=[C:20]([C:30]3[CH:35]=[CH:34][CH:33]=[CH:32][CH:31]=3)[O:19][C:15]=2[N:16]=[CH:17][N:18]=1.C(O)(=O)CC(CC(O)=O)(C(O)=O)O. Product: [CH3:1][O:2][C:3](=[O:11])[CH2:4][CH2:5][CH2:6][CH2:7][CH:8]([O:10][C:13]1[C:14]2[C:21]([C:22]3[CH:23]=[CH:24][C:25]([O:28][CH3:29])=[CH:26][CH:27]=3)=[C:20]([C:30]3[CH:31]=[CH:32][CH:33]=[CH:34][CH:35]=3)[O:19][C:15]=2[N:16]=[CH:17][N:18]=1)[CH3:9]. The catalyst class is: 20.